Dataset: Forward reaction prediction with 1.9M reactions from USPTO patents (1976-2016). Task: Predict the product of the given reaction. (1) Given the reactants [Cl:1][C:2]1[CH:7]=[CH:6][C:5]([CH:8]2[CH2:13][NH:12][CH2:11][CH2:10][NH:9]2)=[CH:4][CH:3]=1.Cl[C:15]1[C:24]2[C:19](=[CH:20][C:21]([O:27][CH3:28])=[C:22]([O:25][CH3:26])[CH:23]=2)[N:18]=[CH:17][N:16]=1, predict the reaction product. The product is: [Cl:1][C:2]1[CH:3]=[CH:4][C:5]([CH:8]2[NH:9][CH2:10][CH2:11][N:12]([C:15]3[C:24]4[C:19](=[CH:20][C:21]([O:27][CH3:28])=[C:22]([O:25][CH3:26])[CH:23]=4)[N:18]=[CH:17][N:16]=3)[CH2:13]2)=[CH:6][CH:7]=1. (2) Given the reactants [F:1][C:2]1[CH:3]=[C:4]([C:9]2[N:10]=[C:11]3[CH:19]=[CH:18][C:17]([N:20]4[CH2:25][CH2:24][NH:23][CH2:22][CH2:21]4)=[CH:16][N:12]3[C:13](=[O:15])[CH:14]=2)[CH:5]=[CH:6][C:7]=1[OH:8].[C:26](O[C:26]([O:28][C:29]([CH3:32])([CH3:31])[CH3:30])=[O:27])([O:28][C:29]([CH3:32])([CH3:31])[CH3:30])=[O:27].C(N(CC)CC)C, predict the reaction product. The product is: [F:1][C:2]1[CH:3]=[C:4]([C:9]2[N:10]=[C:11]3[CH:19]=[CH:18][C:17]([N:20]4[CH2:21][CH2:22][N:23]([C:26]([O:28][C:29]([CH3:32])([CH3:31])[CH3:30])=[O:27])[CH2:24][CH2:25]4)=[CH:16][N:12]3[C:13](=[O:15])[CH:14]=2)[CH:5]=[CH:6][C:7]=1[OH:8]. (3) Given the reactants [N:1]1([C:6]2[C:7]([C:12]([NH:14][C@H:15]3[CH2:19][CH2:18][CH2:17][C@@H:16]3[NH:20][C:21]3[CH:26]=[N:25][C:24]([C:27]([F:30])([F:29])[F:28])=[CH:23][N:22]=3)=[O:13])=N[CH:9]=[CH:10][CH:11]=2)[CH:5]=[CH:4][CH:3]=[N:2]1.BrC1C=CC=[C:53]([O:57][CH3:58])C=1C(N[C@H]1CCC[C@@H]1NC1C=NC(C(F)(F)F)=CN=1)=O.N1C=CC=N1, predict the reaction product. The product is: [CH3:53][O:57][C:58]1[CH:9]=[CH:10][CH:11]=[C:6]([N:1]2[CH:5]=[CH:4][CH:3]=[N:2]2)[C:7]=1[C:12]([NH:14][C@H:15]1[CH2:19][CH2:18][CH2:17][C@@H:16]1[NH:20][C:21]1[CH:26]=[N:25][C:24]([C:27]([F:28])([F:30])[F:29])=[CH:23][N:22]=1)=[O:13]. (4) Given the reactants [Cl:1][C:2]1[C:3]([C:46](=[O:56])[N:47]([CH2:52][CH2:53][CH2:54][CH3:55])[CH2:48][CH2:49][CH2:50][CH3:51])=[N:4][N:5]([C:8]2[CH:29]=[CH:28][C:27]([C:30](=[O:45])[NH:31][S:32]([C:35]3[CH:44]=[CH:43][C:42]4[C:37](=[CH:38][CH:39]=[CH:40][CH:41]=4)[CH:36]=3)(=[O:34])=[O:33])=[CH:26][C:9]=2[C:10]([N:12]2[C@@H:21](C(OC)=O)[CH2:20][C:19]3[C:14](=[CH:15][CH:16]=[CH:17][CH:18]=3)[CH2:13]2)=[O:11])[C:6]=1[CH3:7].ClC1C(C(=O)N(CCCC)CCCC)=NN(C2C=CC(C(=O)NS(C3C=CC4C(=CC=CC=4)C=3)(=O)=O)=CC=2C(O)=O)C=1C.[F:100][C:101]([F:113])([F:112])C1C=C2C(CCNC2)=CC=1, predict the reaction product. The product is: [CH2:48]([N:47]([CH2:52][CH2:53][CH2:54][CH3:55])[C:46]([C:3]1[C:2]([Cl:1])=[C:6]([CH3:7])[N:5]([C:8]2[CH:29]=[CH:28][C:27]([C:30](=[O:45])[NH:31][S:32]([C:35]3[CH:44]=[CH:43][C:42]4[C:37](=[CH:38][CH:39]=[CH:40][CH:41]=4)[CH:36]=3)(=[O:34])=[O:33])=[CH:26][C:9]=2[C:10]([N:12]2[CH2:21][CH2:20][C:19]3[C:14](=[CH:15][C:16]([C:101]([F:113])([F:112])[F:100])=[CH:17][CH:18]=3)[CH2:13]2)=[O:11])[N:4]=1)=[O:56])[CH2:49][CH2:50][CH3:51]. (5) Given the reactants [F:1][C:2]([F:27])([F:26])[C:3]1[CH:4]=[C:5]([C:9]2[CH:10]=[CH:11][C:12]3[N:18]4[CH2:19][C@H:15]([C@H:16]([O:20][Si](C)(C)C)[CH2:17]4)[NH:14][C:13]=3[N:25]=2)[CH:6]=[CH:7][CH:8]=1.[H-].[Na+].[N:30]1[CH:35]=[CH:34][CH:33]=[CH:32][C:31]=1[N:36]1C(=O)N2C=CC=CC2=N[C:37]1=[O:47].C1C[O:51]CC1, predict the reaction product. The product is: [F:1][C:2]([F:27])([F:26])[C:37]([OH:47])=[O:51].[OH:20][C@H:16]1[C@H:15]2[CH2:19][N:18]([C:12]3[CH:11]=[CH:10][C:9]([C:5]4[CH:6]=[CH:7][CH:8]=[C:3]([C:2]([F:27])([F:26])[F:1])[CH:4]=4)=[N:25][C:13]=3[N:14]2[C:37]([NH:36][C:31]2[CH:32]=[CH:33][CH:34]=[CH:35][N:30]=2)=[O:47])[CH2:17]1. (6) Given the reactants [CH3:1][O:2][P:3]([CH:7]([O:11][CH3:12])[C:8](O)=[O:9])([O:5][CH3:6])=[O:4].CN(C=O)C.C(Cl)(=O)C([Cl:21])=O, predict the reaction product. The product is: [CH3:1][O:2][P:3]([CH:7]([O:11][CH3:12])[C:8]([Cl:21])=[O:9])([O:5][CH3:6])=[O:4]. (7) Given the reactants FC(F)(F)C(F)(F)C(F)(F)C(F)(F)S(O[C:10]1[CH2:16][CH2:15][CH2:14][C:13]2[CH:17]=[C:18]([O:21][CH3:22])[CH:19]=[CH:20][C:12]=2[C:11]=1[CH2:23][CH:24]=[CH2:25])(=O)=O.[CH3:34][O:35][C:36]1[CH:41]=[CH:40][C:39](B(O)O)=[CH:38][CH:37]=1.C1(C)C=CC=CC=1.C([O-])([O-])=O.[Na+].[Na+], predict the reaction product. The product is: [CH2:23]([C:11]1[C:12]2[CH:20]=[CH:19][C:18]([O:21][CH3:22])=[CH:17][C:13]=2[CH2:14][CH2:15][CH2:16][C:10]=1[C:39]1[CH:40]=[CH:41][C:36]([O:35][CH3:34])=[CH:37][CH:38]=1)[CH:24]=[CH2:25].